From a dataset of Forward reaction prediction with 1.9M reactions from USPTO patents (1976-2016). Predict the product of the given reaction. (1) Given the reactants [CH3:1][C@H:2]1[CH2:7][CH2:6][C@H:5]([C:8]([Cl:10])=[O:9])[CH2:4][CH2:3]1.[CH3:11][O:12][C:13]([C:15]1[S:16][C:17]([Br:31])=[CH:18][C:19]=1[NH:20][CH:21]1[CH2:30][CH2:29][C:24]2([O:28][CH2:27][CH2:26][O:25]2)[CH2:23][CH2:22]1)=[O:14].N1C=CC=CC=1.CO, predict the reaction product. The product is: [CH3:1][C@H:2]1[CH2:7][CH2:6][C@H:5]([C:8]([Cl:10])=[O:9])[CH2:4][CH2:3]1.[CH3:11][O:12][C:13]([C:15]1[S:16][C:17]([Br:31])=[CH:18][C:19]=1[N:20]([CH:21]1[CH2:22][CH2:23][C:24]2([O:28][CH2:27][CH2:26][O:25]2)[CH2:29][CH2:30]1)[C:8]([C@H:5]1[CH2:6][CH2:7][C@H:2]([CH3:1])[CH2:3][CH2:4]1)=[O:9])=[O:14]. (2) Given the reactants [NH2:1][C:2]1[CH:3]=[C:4]([S:8]([CH3:16])(=[N:10][C:11]([O:13][CH2:14][CH3:15])=[O:12])=[O:9])[CH:5]=[CH:6][CH:7]=1.[Br:17][C:18]1[C:19]([O:25][CH3:26])=[N:20][C:21](Cl)=[N:22][CH:23]=1, predict the reaction product. The product is: [CH2:14]([O:13][C:11]([N:10]=[S:8]([C:4]1[CH:5]=[CH:6][CH:7]=[C:2]([NH:1][C:21]2[N:20]=[C:19]([O:25][CH3:26])[C:18]([Br:17])=[CH:23][N:22]=2)[CH:3]=1)([CH3:16])=[O:9])=[O:12])[CH3:15]. (3) Given the reactants [N:1]1[CH:6]=[CH:5][N:4]=[CH:3][C:2]=1[NH2:7].[C:8]([O:12][C:13](=[O:21])[C:14]1[CH:19]=[CH:18][C:17]([F:20])=[CH:16][CH:15]=1)([CH3:11])([CH3:10])[CH3:9].CC(C)([O-])C.[K+], predict the reaction product. The product is: [C:8]([O:12][C:13](=[O:21])[C:14]1[CH:19]=[CH:18][C:17]([NH:7][C:2]2[CH:3]=[N:4][CH:5]=[CH:6][N:1]=2)=[CH:16][CH:15]=1)([CH3:11])([CH3:9])[CH3:10].[F:20][C:17]1[CH:18]=[CH:19][C:14]([C:13]([NH:7][C:2]2[CH:3]=[N:4][CH:5]=[CH:6][N:1]=2)=[O:12])=[CH:15][CH:16]=1.